This data is from NCI-60 drug combinations with 297,098 pairs across 59 cell lines. The task is: Regression. Given two drug SMILES strings and cell line genomic features, predict the synergy score measuring deviation from expected non-interaction effect. (1) Drug 1: C1=C(C(=O)NC(=O)N1)N(CCCl)CCCl. Drug 2: C1=CC=C(C=C1)NC(=O)CCCCCCC(=O)NO. Cell line: IGROV1. Synergy scores: CSS=32.8, Synergy_ZIP=1.75, Synergy_Bliss=1.27, Synergy_Loewe=1.97, Synergy_HSA=2.37. (2) Drug 1: C1CC(=O)NC(=O)C1N2CC3=C(C2=O)C=CC=C3N. Drug 2: CC1C(C(CC(O1)OC2CC(CC3=C2C(=C4C(=C3O)C(=O)C5=C(C4=O)C(=CC=C5)OC)O)(C(=O)C)O)N)O.Cl. Cell line: HCC-2998. Synergy scores: CSS=-1.18, Synergy_ZIP=-3.97, Synergy_Bliss=-3.50, Synergy_Loewe=-23.5, Synergy_HSA=-4.95. (3) Drug 1: C1=CN(C(=O)N=C1N)C2C(C(C(O2)CO)O)O.Cl. Drug 2: C1=NC2=C(N1)C(=S)N=CN2. Cell line: SK-MEL-2. Synergy scores: CSS=32.5, Synergy_ZIP=9.24, Synergy_Bliss=11.7, Synergy_Loewe=-21.0, Synergy_HSA=5.61. (4) Drug 1: CC1=C(C(=CC=C1)Cl)NC(=O)C2=CN=C(S2)NC3=CC(=NC(=N3)C)N4CCN(CC4)CCO. Drug 2: C1CCC(C(C1)N)N.C(=O)(C(=O)[O-])[O-].[Pt+4]. Cell line: U251. Synergy scores: CSS=22.4, Synergy_ZIP=-0.995, Synergy_Bliss=2.72, Synergy_Loewe=2.74, Synergy_HSA=2.52.